This data is from CYP3A4 inhibition data for predicting drug metabolism from PubChem BioAssay. The task is: Regression/Classification. Given a drug SMILES string, predict its absorption, distribution, metabolism, or excretion properties. Task type varies by dataset: regression for continuous measurements (e.g., permeability, clearance, half-life) or binary classification for categorical outcomes (e.g., BBB penetration, CYP inhibition). Dataset: cyp3a4_veith. (1) The drug is Cc1sc(NC(=O)C2CCCCC2C(=O)O)c(C(N)=O)c1C. The result is 0 (non-inhibitor). (2) The result is 0 (non-inhibitor). The molecule is COCCn1c(=O)c(-c2cc(F)cc(F)c2)nc2cnc(N(C)C)nc21. (3) The drug is O=C(NCC1CC1)[C@H]1C[C@@H]1[C@H](NP(=O)(c1ccccc1)c1ccccc1)c1ccccc1. The result is 1 (inhibitor).